Dataset: Full USPTO retrosynthesis dataset with 1.9M reactions from patents (1976-2016). Task: Predict the reactants needed to synthesize the given product. Given the product [Cl:1][C:2]1[CH:7]=[CH:6][C:5]([C:8]([CH3:13])([CH3:12])[C:9]([NH:15][NH2:16])=[O:10])=[CH:4][CH:3]=1, predict the reactants needed to synthesize it. The reactants are: [Cl:1][C:2]1[CH:7]=[CH:6][C:5]([C:8]([CH3:13])([CH3:12])[C:9](O)=[O:10])=[CH:4][CH:3]=1.O[N:15]1C2C=CC=CC=2N=[N:16]1.Cl.C(N=C=NCCCN(C)C)C.